From a dataset of TCR-epitope binding with 47,182 pairs between 192 epitopes and 23,139 TCRs. Binary Classification. Given a T-cell receptor sequence (or CDR3 region) and an epitope sequence, predict whether binding occurs between them. (1) The epitope is SEVGPEHSLAEY. The TCR CDR3 sequence is CASSQVTAHTEAFF. Result: 1 (the TCR binds to the epitope). (2) The epitope is PROT_97E67BCC. The TCR CDR3 sequence is CASSVLAARTDTQYF. Result: 1 (the TCR binds to the epitope). (3) The epitope is FLYNLLTRV. The TCR CDR3 sequence is CASSYVRASYGYTF. Result: 0 (the TCR does not bind to the epitope). (4) The TCR CDR3 sequence is CASSQVGGQETQYF. Result: 1 (the TCR binds to the epitope). The epitope is FLNRFTTTL. (5) The epitope is VLWAHGFEL. The TCR CDR3 sequence is CASKDQRGTYNEQFF. Result: 1 (the TCR binds to the epitope). (6) The epitope is NLVPMVATV. The TCR CDR3 sequence is CASSFGQGAYEQYF. Result: 1 (the TCR binds to the epitope). (7) The epitope is AYILFTRFFYV. The TCR CDR3 sequence is CASSLLYGLNQPQHF. Result: 0 (the TCR does not bind to the epitope). (8) The epitope is FIAGLIAIV. The TCR CDR3 sequence is CATSDFGDSYSYEQYF. Result: 0 (the TCR does not bind to the epitope). (9) The epitope is ALSKGVHFV. The TCR CDR3 sequence is CASSLETLERTANYGYTF. Result: 0 (the TCR does not bind to the epitope). (10) The epitope is GLIYNRMGAVTTEV. Result: 1 (the TCR binds to the epitope). The TCR CDR3 sequence is CASSFNRGGTEAFF.